This data is from NCI-60 drug combinations with 297,098 pairs across 59 cell lines. The task is: Regression. Given two drug SMILES strings and cell line genomic features, predict the synergy score measuring deviation from expected non-interaction effect. (1) Drug 1: C1CCN(CC1)CCOC2=CC=C(C=C2)C(=O)C3=C(SC4=C3C=CC(=C4)O)C5=CC=C(C=C5)O. Drug 2: CC1C(C(CC(O1)OC2CC(CC3=C2C(=C4C(=C3O)C(=O)C5=C(C4=O)C(=CC=C5)OC)O)(C(=O)C)O)N)O.Cl. Cell line: ACHN. Synergy scores: CSS=34.2, Synergy_ZIP=2.90, Synergy_Bliss=5.27, Synergy_Loewe=-26.9, Synergy_HSA=4.71. (2) Drug 1: CCC1(CC2CC(C3=C(CCN(C2)C1)C4=CC=CC=C4N3)(C5=C(C=C6C(=C5)C78CCN9C7C(C=CC9)(C(C(C8N6C)(C(=O)OC)O)OC(=O)C)CC)OC)C(=O)OC)O.OS(=O)(=O)O. Drug 2: CC1C(C(CC(O1)OC2CC(CC3=C2C(=C4C(=C3O)C(=O)C5=CC=CC=C5C4=O)O)(C(=O)C)O)N)O. Cell line: A498. Synergy scores: CSS=82.5, Synergy_ZIP=0.321, Synergy_Bliss=-0.347, Synergy_Loewe=6.68, Synergy_HSA=7.53. (3) Drug 1: CC12CCC3C(C1CCC2=O)CC(=C)C4=CC(=O)C=CC34C. Drug 2: C1CCC(C(C1)N)N.C(=O)(C(=O)[O-])[O-].[Pt+4]. Cell line: KM12. Synergy scores: CSS=60.7, Synergy_ZIP=-5.21, Synergy_Bliss=-3.78, Synergy_Loewe=0.0987, Synergy_HSA=0.232. (4) Drug 1: CCC(=C(C1=CC=CC=C1)C2=CC=C(C=C2)OCCN(C)C)C3=CC=CC=C3.C(C(=O)O)C(CC(=O)O)(C(=O)O)O. Drug 2: CCN(CC)CCNC(=O)C1=C(NC(=C1C)C=C2C3=C(C=CC(=C3)F)NC2=O)C. Synergy scores: CSS=31.1, Synergy_ZIP=2.76, Synergy_Bliss=-12.2, Synergy_Loewe=-7.04, Synergy_HSA=-7.43. Cell line: SR. (5) Drug 1: CN1CCC(CC1)COC2=C(C=C3C(=C2)N=CN=C3NC4=C(C=C(C=C4)Br)F)OC. Drug 2: C1=CC=C(C(=C1)C(C2=CC=C(C=C2)Cl)C(Cl)Cl)Cl. Cell line: NCIH23. Synergy scores: CSS=9.89, Synergy_ZIP=-0.495, Synergy_Bliss=3.22, Synergy_Loewe=2.86, Synergy_HSA=2.83. (6) Drug 2: C1CN(P(=O)(OC1)NCCCl)CCCl. Drug 1: CC1CCC2CC(C(=CC=CC=CC(CC(C(=O)C(C(C(=CC(C(=O)CC(OC(=O)C3CCCCN3C(=O)C(=O)C1(O2)O)C(C)CC4CCC(C(C4)OC)O)C)C)O)OC)C)C)C)OC. Synergy scores: CSS=7.19, Synergy_ZIP=0.930, Synergy_Bliss=-5.27, Synergy_Loewe=4.67, Synergy_HSA=-2.05. Cell line: COLO 205. (7) Synergy scores: CSS=11.8, Synergy_ZIP=-8.30, Synergy_Bliss=-6.34, Synergy_Loewe=-21.4, Synergy_HSA=-6.05. Drug 1: CN(C)N=NC1=C(NC=N1)C(=O)N. Drug 2: CC1CCC2CC(C(=CC=CC=CC(CC(C(=O)C(C(C(=CC(C(=O)CC(OC(=O)C3CCCCN3C(=O)C(=O)C1(O2)O)C(C)CC4CCC(C(C4)OC)O)C)C)O)OC)C)C)C)OC. Cell line: A498. (8) Drug 1: CCN(CC)CCNC(=O)C1=C(NC(=C1C)C=C2C3=C(C=CC(=C3)F)NC2=O)C. Drug 2: C1=NC2=C(N1)C(=S)N=CN2. Cell line: BT-549. Synergy scores: CSS=33.2, Synergy_ZIP=-7.14, Synergy_Bliss=-3.22, Synergy_Loewe=-15.1, Synergy_HSA=-5.48. (9) Drug 1: CC1C(C(CC(O1)OC2CC(CC3=C2C(=C4C(=C3O)C(=O)C5=C(C4=O)C(=CC=C5)OC)O)(C(=O)CO)O)N)O. Drug 2: C1CC(CNC1)C2=CC=C(C=C2)N3C=C4C=CC=C(C4=N3)C(=O)N. Cell line: SW-620. Synergy scores: CSS=69.5, Synergy_ZIP=-3.78, Synergy_Bliss=-4.79, Synergy_Loewe=-5.72, Synergy_HSA=2.87.